This data is from Caco-2 cell permeability data measuring drug intestinal absorption for ~900 compounds. The task is: Regression/Classification. Given a drug SMILES string, predict its absorption, distribution, metabolism, or excretion properties. Task type varies by dataset: regression for continuous measurements (e.g., permeability, clearance, half-life) or binary classification for categorical outcomes (e.g., BBB penetration, CYP inhibition). For this dataset (caco2_wang), we predict Y. (1) The Y is -4.80 log Papp (cm/s). The molecule is COC(=O)c1cc(OC)c2c(c1-c1c(CO)cc(OC)c3c1OCO3)OCO2. (2) The drug is CCOC(=O)NC(=N)c1ccc2[nH]c(Cc3nc4ccccc4[nH]3)nc2c1. The Y is -6.15 log Papp (cm/s). (3) The drug is Nc1ccc(S(=O)(=O)Nc2ncccn2)cc1. The Y is -4.75 log Papp (cm/s). (4) The Y is -5.25 log Papp (cm/s). The molecule is CC(=O)NC[C@H]1CN(c2ccc(-c3nnc(CC/C(C)=N\O)s3)c(F)c2)C(=O)O1.